This data is from Reaction yield outcomes from USPTO patents with 853,638 reactions. The task is: Predict the reaction yield, written as a fraction of the theoretical maximum amount of product (1.0 means a 100% yield; for example, 0.34 means a 34% yield). (1) The reactants are Cl.[NH:2]([C:4]1[CH:9]=[C:8]([C:10]#[N:11])[CH:7]=[CH:6][N:5]=1)[NH2:3].[F:12][C:13]1[CH:14]=[C:15]([C:20](=O)/[CH:21]=[CH:22]/N(C)C)[CH:16]=[CH:17][C:18]=1[F:19]. No catalyst specified. The product is [F:12][C:13]1[CH:14]=[C:15]([C:20]2[N:2]([C:4]3[CH:9]=[C:8]([C:10]#[N:11])[CH:7]=[CH:6][N:5]=3)[N:3]=[CH:22][CH:21]=2)[CH:16]=[CH:17][C:18]=1[F:19]. The yield is 0.830. (2) The product is [Cl:34][C:35]1[N:40]=[C:39](/[CH:41]=[C:16](/[C:15]2[CH:14]=[C:13]([NH:12][S:9]([C:3]3[C:2]([F:1])=[CH:7][CH:6]=[CH:5][C:4]=3[F:8])(=[O:11])=[O:10])[CH:23]=[CH:22][CH:21]=2)\[OH:18])[CH:38]=[CH:37][N:36]=1. The reactants are [F:1][C:2]1[CH:7]=[CH:6][CH:5]=[C:4]([F:8])[C:3]=1[S:9]([NH:12][C:13]1[CH:14]=[C:15]([CH:21]=[CH:22][CH:23]=1)[C:16]([O:18]CC)=O)(=[O:11])=[O:10].[Li+].C[Si]([N-][Si](C)(C)C)(C)C.[Cl:34][C:35]1[N:40]=[C:39]([CH3:41])[CH:38]=[CH:37][N:36]=1. The yield is 0.960. The catalyst is C1COCC1.